Predict which catalyst facilitates the given reaction. From a dataset of Catalyst prediction with 721,799 reactions and 888 catalyst types from USPTO. (1) Reactant: [H-].[Na+].[C:3]([N:6]1[CH2:9][CH:8]([C:10]2[CH:15]=[CH:14][C:13]([NH:16][C:17](=O)C)=[C:12]([O:20][CH3:21])[CH:11]=2)[CH2:7]1)(=[O:5])[CH3:4].ClC1[N:28]=[C:27]([C:29]2[N:33]3[CH:34]=[CH:35][CH:36]=[CH:37][C:32]3=[N:31][CH:30]=2)[C:26]([Cl:38])=[CH:25][N:24]=1.[OH-].[Na+]. Product: [Cl:38][C:26]1[C:27]([C:29]2[N:33]3[CH:34]=[CH:35][CH:36]=[CH:37][C:32]3=[N:31][CH:30]=2)=[N:28][C:17]([NH:16][C:13]2[CH:14]=[CH:15][C:10]([CH:8]3[CH2:9][N:6]([C:3](=[O:5])[CH3:4])[CH2:7]3)=[CH:11][C:12]=2[O:20][CH3:21])=[N:24][CH:25]=1. The catalyst class is: 278. (2) Product: [F:24][C:2]1([F:1])[CH2:3][CH:4]([N:6]2[C:10]3[N:11]=[C:12]([S:22]([CH3:23])=[O:33])[N:13]=[C:14]([C:15]4[CH:20]=[N:19][C:18]([NH2:21])=[N:17][CH:16]=4)[C:9]=3[CH2:8][CH2:7]2)[CH2:5]1. Reactant: [F:1][C:2]1([F:24])[CH2:5][CH:4]([N:6]2[C:10]3[N:11]=[C:12]([S:22][CH3:23])[N:13]=[C:14]([C:15]4[CH:16]=[N:17][C:18]([NH2:21])=[N:19][CH:20]=4)[C:9]=3[CH2:8][CH2:7]2)[CH2:3]1.ClC1C=CC=C(C(OO)=[O:33])C=1. The catalyst class is: 2.